This data is from Reaction yield outcomes from USPTO patents with 853,638 reactions. The task is: Predict the reaction yield, written as a fraction of the theoretical maximum amount of product (1.0 means a 100% yield; for example, 0.34 means a 34% yield). (1) The reactants are [H-].[Al+3].[Li+].[H-].[H-].[H-].C([O:9][C:10]([C:12]1[CH:16]=[C:15]([C:17]2[CH:22]=[CH:21][CH:20]=[C:19]([Cl:23])[CH:18]=2)[O:14][N:13]=1)=O)C. The catalyst is C1COCC1. The product is [Cl:23][C:19]1[CH:18]=[C:17]([C:15]2[O:14][N:13]=[C:12]([CH2:10][OH:9])[CH:16]=2)[CH:22]=[CH:21][CH:20]=1. The yield is 0.750. (2) The reactants are [CH2:1]([N:4]1[C:13](=[O:14])[C:12]2[C:7](=[N:8][C:9]([N:15]3[CH:19]=[CH:18]N=C3)=[N:10][CH:11]=2)[N:6]([CH:20]([CH3:22])[CH3:21])[C:5]1=[O:23])[CH:2]=[CH2:3].[CH2:24]([N:26]([CH2:37][CH3:38])[CH2:27][CH2:28][O:29][C:30]1[CH:36]=CC(N)=[CH:32][CH:31]=1)[CH3:25]. The catalyst is C(Cl)(Cl)Cl. The product is [CH2:1]([N:4]1[C:13](=[O:14])[C:12]2[C:7](=[N:8][C:9]([NH:15][C:19]3[CH:18]=[CH:36][C:30]([O:29][CH2:28][CH2:27][N:26]([CH2:37][CH3:38])[CH2:24][CH3:25])=[CH:31][CH:32]=3)=[N:10][CH:11]=2)[N:6]([CH:20]([CH3:22])[CH3:21])[C:5]1=[O:23])[CH:2]=[CH2:3]. The yield is 0.360. (3) The reactants are Br[C:2]1[CH:7]=[CH:6][C:5]([Br:8])=[CH:4][N:3]=1.C([O-])([O-])=O.[K+].[K+].[Cl:15][C:16]1[CH:17]=[C:18]([OH:23])[CH:19]=[CH:20][C:21]=1[Cl:22].O. The catalyst is CN(C=O)C. The product is [Br:8][C:5]1[CH:6]=[CH:7][C:2]([O:23][C:18]2[CH:19]=[CH:20][C:21]([Cl:22])=[C:16]([Cl:15])[CH:17]=2)=[N:3][CH:4]=1. The yield is 1.00. (4) The reactants are [CH3:1][O:2][C:3]1[CH:4]=[C:5]([CH:9]=[CH:10][C:11]=1[CH2:12][N:13]1[CH2:18][CH2:17][NH:16][C:15](=[O:19])[CH2:14]1)[C:6]([OH:8])=O.CN(C(ON1N=NC2C=CC=CC1=2)=[N+](C)C)C.[B-](F)(F)(F)F.C(N(C(C)C)CC)(C)C.[Cl:51][C:52]1[CH:63]=[CH:62][C:55]2[NH:56][C:57]([C@@H:59]([NH2:61])[CH3:60])=[N:58][C:54]=2[CH:53]=1.ClCl. The catalyst is O1CCCC1.ClCCl.C(O)C. The product is [Cl:51][C:52]1[CH:63]=[CH:62][C:55]2[NH:56][C:57]([C@@H:59]([NH:61][C:6](=[O:8])[C:5]3[CH:9]=[CH:10][C:11]([CH2:12][N:13]4[CH2:18][CH2:17][NH:16][C:15](=[O:19])[CH2:14]4)=[C:3]([O:2][CH3:1])[CH:4]=3)[CH3:60])=[N:58][C:54]=2[CH:53]=1. The yield is 0.350. (5) The reactants are [N+:1]([C:4]1[CH:5]=[N:6][C:7]2[C:12]([C:13]=1[NH:14][CH2:15][C:16]1([OH:22])[CH2:21][CH2:20][O:19][CH2:18][CH2:17]1)=[CH:11][CH:10]=[CH:9][CH:8]=2)([O-])=O. The catalyst is [Pt]. The product is [NH2:1][C:4]1[CH:5]=[N:6][C:7]2[C:12]([C:13]=1[NH:14][CH2:15][C:16]1([OH:22])[CH2:21][CH2:20][O:19][CH2:18][CH2:17]1)=[CH:11][CH:10]=[CH:9][CH:8]=2. The yield is 0.940. (6) The reactants are [S:1]1[CH:5]=[CH:4][N:3]=[C:2]1[CH2:6][N:7]1[C:15]2[C:10](=[CH:11][C:12]([NH:16][C:17]3[C:26]4[C:21](=[CH:22][CH:23]=[CH:24][C:25]=4[O:27][C@@H:28]([CH3:32])[C:29](O)=[O:30])[N:20]=[CH:19][N:18]=3)=[CH:13][CH:14]=2)[CH:9]=[N:8]1.[NH:33]1[CH2:38][CH2:37][O:36][CH2:35][CH2:34]1. No catalyst specified. The product is [CH3:32][C@H:28]([O:27][C:25]1[CH:24]=[CH:23][CH:22]=[C:21]2[C:26]=1[C:17]([NH:16][C:12]1[CH:11]=[C:10]3[C:15](=[CH:14][CH:13]=1)[N:7]([CH2:6][C:2]1[S:1][CH:5]=[CH:4][N:3]=1)[N:8]=[CH:9]3)=[N:18][CH:19]=[N:20]2)[C:29]([N:33]1[CH2:38][CH2:37][O:36][CH2:35][CH2:34]1)=[O:30]. The yield is 0.370. (7) The reactants are Br.[N+:2]([C:5]1[CH:10]=[CH:9][C:8]([CH2:11][C@@H:12]([C:14]2[N:15]=[C:16]([C:19]3[CH:24]=[CH:23][CH:22]=[CH:21][CH:20]=3)[S:17][CH:18]=2)[NH2:13])=[CH:7][CH:6]=1)([O-:4])=[O:3].C([O-])([O-])=O.[Ca+2].[C:30](Cl)(Cl)=[S:31]. The product is [N:13]([C@H:12]([C:14]1[N:15]=[C:16]([C:19]2[CH:20]=[CH:21][CH:22]=[CH:23][CH:24]=2)[S:17][CH:18]=1)[CH2:11][C:8]1[CH:7]=[CH:6][C:5]([N+:2]([O-:4])=[O:3])=[CH:10][CH:9]=1)=[C:30]=[S:31]. The yield is 0.930. The catalyst is C(Cl)(Cl)(Cl)Cl.O.C(Cl)Cl.O. (8) The reactants are [NH2:1][C:2](=[C:10]([C:15](=O)[CH:16]([CH3:18])[CH3:17])[C:11]([O:13][CH3:14])=[O:12])[C:3]1[CH:8]=[CH:7][C:6]([F:9])=[CH:5][CH:4]=1.CNS(C)(=O)=O.C(O)(C)(C)C.[C:31]([N:33]([CH3:38])[S:34]([CH3:37])(=[O:36])=[O:35])#[N:32].CC(C)([O-])C.[Na+]. No catalyst specified. The product is [F:9][C:6]1[CH:7]=[CH:8][C:3]([C:2]2[C:10]([C:11]([O:13][CH3:14])=[O:12])=[C:15]([CH:16]([CH3:18])[CH3:17])[N:32]=[C:31]([N:33]([S:34]([CH3:37])(=[O:36])=[O:35])[CH3:38])[N:1]=2)=[CH:4][CH:5]=1. The yield is 0.521. (9) The reactants are [Cl:1][C:2]1[CH:3]=[C:4]2[C:9](=[CH:10][C:11]=1[N+:12]([O-])=O)[N:8]=[CH:7][NH:6][C:5]2=[O:15].[NH4+].[Cl-]. The catalyst is CO.O.[Fe]. The product is [Cl:1][C:2]1[CH:3]=[C:4]2[C:9](=[CH:10][C:11]=1[NH2:12])[N:8]=[CH:7][NH:6][C:5]2=[O:15]. The yield is 0.900.